Predict which catalyst facilitates the given reaction. From a dataset of Catalyst prediction with 721,799 reactions and 888 catalyst types from USPTO. Reactant: CS[C:3](=[N:12][CH2:13][Si](C)(C)C)[C:4]1[CH:9]=[CH:8][C:7]([Br:10])=[C:6]([Cl:11])[CH:5]=1.[Cl:18][C:19]1[CH:20]=[C:21]([C:26](=[CH2:31])[C:27]([F:30])([F:29])[F:28])[CH:22]=[C:23]([Cl:25])[CH:24]=1.[F-].C([N+](CCCC)(CCCC)CCCC)CCC. Product: [Br:10][C:7]1[CH:8]=[CH:9][C:4]([C:3]2[CH2:31][C:26]([C:21]3[CH:22]=[C:23]([Cl:25])[CH:24]=[C:19]([Cl:18])[CH:20]=3)([C:27]([F:28])([F:30])[F:29])[CH2:13][N:12]=2)=[CH:5][C:6]=1[Cl:11]. The catalyst class is: 1.